From a dataset of Forward reaction prediction with 1.9M reactions from USPTO patents (1976-2016). Predict the product of the given reaction. (1) Given the reactants [Br:1][C:2]1[CH:11]=[N:10][C:5]2[O:6][CH2:7][CH2:8][NH:9][C:4]=2[CH:3]=1.[Br:12][C:13]1[CH:14]=[C:15]([CH:19]=[C:20]([Br:24])[C:21]=1[O:22][CH3:23])[C:16](Cl)=[O:17].C(N(CC)CC)C.O, predict the reaction product. The product is: [Br:1][C:2]1[CH:11]=[N:10][C:5]2[O:6][CH2:7][CH2:8][N:9]([C:16]([C:15]3[CH:19]=[C:20]([Br:24])[C:21]([O:22][CH3:23])=[C:13]([Br:12])[CH:14]=3)=[O:17])[C:4]=2[CH:3]=1. (2) Given the reactants [C:1]([C:4]1[CH:5]=[C:6]([CH:9]=[CH:10][CH:11]=1)[C:7]#[N:8])([CH3:3])=[CH2:2].[ClH:12], predict the reaction product. The product is: [ClH:12].[CH:1]([C:4]1[CH:5]=[C:6]([CH:9]=[CH:10][CH:11]=1)[CH2:7][NH2:8])([CH3:3])[CH3:2]. (3) Given the reactants C([Li])CCC.[CH3:6][C:7]1[CH:11]=[C:10]([CH3:12])[O:9][N:8]=1.[CH2:13]1[O:15][CH2:14]1.[NH4+].[Cl-].Cl, predict the reaction product. The product is: [CH3:6][C:7]1[CH:11]=[C:10]([CH2:12][CH2:13][CH2:14][OH:15])[O:9][N:8]=1.